From a dataset of Reaction yield outcomes from USPTO patents with 853,638 reactions. Predict the reaction yield, written as a fraction of the theoretical maximum amount of product (1.0 means a 100% yield; for example, 0.34 means a 34% yield). The reactants are [F:1][C:2]1[N:7]=[C:6](F)[CH:5]=[CH:4][N:3]=1.[CH3:9][O:10][C:11]1[CH:18]=[C:17]([O:19][CH3:20])[CH:16]=[CH:15][C:12]=1[CH2:13][NH2:14]. The catalyst is C1COCC1. The product is [CH3:9][O:10][C:11]1[CH:18]=[C:17]([O:19][CH3:20])[CH:16]=[CH:15][C:12]=1[CH2:13][NH:14][C:6]1[CH:5]=[CH:4][N:3]=[C:2]([F:1])[N:7]=1. The yield is 0.430.